From a dataset of Forward reaction prediction with 1.9M reactions from USPTO patents (1976-2016). Predict the product of the given reaction. (1) Given the reactants [CH3:1][O:2][C:3]1[CH:11]=[CH:10][C:6](C(O)=O)=[CH:5][N:4]=1.C1(P(N=[N+]=[N-])(C2C=CC=CC=2)=[O:19])C=CC=CC=1.C([N:31]([CH2:34]C)CC)C, predict the reaction product. The product is: [N:31]([C:6]1[CH:10]=[CH:11][C:3]([O:2][CH3:1])=[N:4][CH:5]=1)=[C:34]=[O:19]. (2) Given the reactants [CH2:1]([O:3][C:4]1[CH:19]=[CH:18][C:7]2[CH:8]3[CH2:14][CH2:13][C:12](=[CH:15][O:16]C)[CH2:11][CH:9]3[O:10][C:6]=2[C:5]=1[F:20])[CH3:2].C(O)=O.O, predict the reaction product. The product is: [CH2:1]([O:3][C:4]1[CH:19]=[CH:18][C:7]2[CH:8]3[CH2:14][CH2:13][CH:12]([CH:15]=[O:16])[CH2:11][CH:9]3[O:10][C:6]=2[C:5]=1[F:20])[CH3:2]. (3) Given the reactants C(O[C:4]([C:6]1[C:7]([OH:27])=[C:8]2[C:16]([Cl:17])=[C:15]([Cl:18])[N:14]([CH2:19][CH2:20][C:21]3[CH:26]=[CH:25][CH:24]=[CH:23][CH:22]=3)[C:9]2=[C:10]([C:12]#[N:13])[N:11]=1)=[O:5])C.[NH2:28][CH2:29][C:30]([OH:32])=[O:31].C[O-].[Na+].CO, predict the reaction product. The product is: [Cl:18][C:15]1[N:14]([CH2:19][CH2:20][C:21]2[CH:22]=[CH:23][CH:24]=[CH:25][CH:26]=2)[C:9]2=[C:10]([C:12]#[N:13])[N:11]=[C:6]([C:4]([NH:28][CH2:29][C:30]([OH:32])=[O:31])=[O:5])[C:7]([OH:27])=[C:8]2[C:16]=1[Cl:17]. (4) Given the reactants [N-:1]=[N+:2]=[N-:3].[Na+].O=O.[CH3:7][O:8][C:9]1[CH:10]=[C:11]([C:17](=[O:25])[CH:18]=[CH:19][C:20]([O:22][CH2:23][CH3:24])=[O:21])[CH:12]=[CH:13][C:14]=1[O:15][CH3:16].N([O-])=O.[Na+].S(=O)(=O)(O)O, predict the reaction product. The product is: [CH3:7][O:8][C:9]1[CH:10]=[C:11]([CH:12]=[CH:13][C:14]=1[O:15][CH3:16])[C:17]([C:18]1[NH:3][N:2]=[N:1][C:19]=1[C:20]([O:22][CH2:23][CH3:24])=[O:21])=[O:25].